From a dataset of Ames mutagenicity test results for genotoxicity prediction. Regression/Classification. Given a drug SMILES string, predict its toxicity properties. Task type varies by dataset: regression for continuous values (e.g., LD50, hERG inhibition percentage) or binary classification for toxic/non-toxic outcomes (e.g., AMES mutagenicity, cardiotoxicity, hepatotoxicity). Dataset: ames. (1) The molecule is CCCC(c1cc(C(C)(C)C)c(O)cc1C)c1cc(C(C)(C)C)c(O)cc1C. The result is 0 (non-mutagenic). (2) The compound is NCCc1c[nH]c2ccc(O)cc12. The result is 0 (non-mutagenic).